This data is from Forward reaction prediction with 1.9M reactions from USPTO patents (1976-2016). The task is: Predict the product of the given reaction. (1) Given the reactants [CH2:1]([O:8][C:9]([N:11]1[CH2:20][CH2:19][C:18]2[C:13](=[CH:14][CH:15]=[CH:16][CH:17]=2)[CH:12]1[C:21]1[CH:26]=[C:25]([Cl:27])[CH:24]=[CH:23][C:22]=1[OH:28])=[O:10])[C:2]1[CH:7]=[CH:6][CH:5]=[CH:4][CH:3]=1.C(=O)([O-])[O-].[K+].[K+].[CH2:35]([O:42][C:43]1[CH:47]=[C:46]([CH2:48]OS(C)(=O)=O)[O:45][N:44]=1)[C:36]1[CH:41]=[CH:40][CH:39]=[CH:38][CH:37]=1, predict the reaction product. The product is: [CH2:1]([O:8][C:9]([N:11]1[CH2:20][CH2:19][C:18]2[C:13](=[CH:14][CH:15]=[CH:16][CH:17]=2)[CH:12]1[C:21]1[CH:26]=[C:25]([Cl:27])[CH:24]=[CH:23][C:22]=1[O:28][CH2:48][C:46]1[O:45][N:44]=[C:43]([O:42][CH2:35][C:36]2[CH:41]=[CH:40][CH:39]=[CH:38][CH:37]=2)[CH:47]=1)=[O:10])[C:2]1[CH:7]=[CH:6][CH:5]=[CH:4][CH:3]=1. (2) Given the reactants [F:1][C:2]([F:32])([F:31])[CH2:3][O:4][C:5]1[CH:6]=[C:7]([C:15]2[CH:20]=[C:19]([C:21]([F:24])([F:23])[F:22])[N:18]3[N:25]=[CH:26][C:27]([C:28]([OH:30])=O)=[C:17]3[N:16]=2)[CH:8]=[CH:9][C:10]=1[C:11]([F:14])([F:13])[F:12].[NH2:33][C:34]1[CH:35]=[C:36]([S:40]([NH:43][C:44]([CH3:48])([CH3:47])[CH2:45][OH:46])(=[O:42])=[O:41])[CH:37]=[CH:38][CH:39]=1, predict the reaction product. The product is: [OH:46][CH2:45][C:44]([NH:43][S:40]([C:36]1[CH:35]=[C:34]([NH:33][C:28]([C:27]2[CH:26]=[N:25][N:18]3[C:19]([C:21]([F:23])([F:24])[F:22])=[CH:20][C:15]([C:7]4[CH:8]=[CH:9][C:10]([C:11]([F:13])([F:14])[F:12])=[C:5]([O:4][CH2:3][C:2]([F:1])([F:31])[F:32])[CH:6]=4)=[N:16][C:17]=23)=[O:30])[CH:39]=[CH:38][CH:37]=1)(=[O:42])=[O:41])([CH3:48])[CH3:47]. (3) Given the reactants [F:1][C:2]1[CH:35]=[CH:34][CH:33]=[CH:32][C:3]=1[O:4][C:5]1[C:19]([O:20][C:21]2[CH:22]=[N:23][C:24]([S:27]([CH2:30][CH3:31])(=[O:29])=[O:28])=[CH:25][CH:26]=2)=[CH:18][C:8]2[NH:9][C:10]([C:12]3[CH:17]=C[CH:15]=[CH:14][N:13]=3)=[N:11][C:7]=2[CH:6]=1.COC(C1C=NC=CN=1)=[NH:39], predict the reaction product. The product is: [F:1][C:2]1[CH:35]=[CH:34][CH:33]=[CH:32][C:3]=1[O:4][C:5]1[C:19]([O:20][C:21]2[CH:22]=[N:23][C:24]([S:27]([CH2:30][CH3:31])(=[O:28])=[O:29])=[CH:25][CH:26]=2)=[CH:18][C:8]2[NH:9][C:10]([C:12]3[CH:17]=[N:39][CH:15]=[CH:14][N:13]=3)=[N:11][C:7]=2[CH:6]=1. (4) The product is: [CH3:17][O:16][C:13]1[CH:12]=[CH:11][C:10]([C:4]2[C:5]([CH3:9])=[C:6]([NH2:8])[S:7][N:3]=2)=[CH:15][CH:14]=1. Given the reactants OO.[NH2:3][C:4]([C:10]1[CH:15]=[CH:14][C:13]([O:16][CH3:17])=[CH:12][CH:11]=1)=[C:5]([CH3:9])[C:6]([NH2:8])=[S:7], predict the reaction product. (5) Given the reactants C[O:2][C:3]([C@@:5]1([C:25]2[CH:30]=[CH:29][C:28]([Cl:31])=[C:27]([Cl:32])[CH:26]=2)[CH2:7][C@H:6]1[CH2:8][N:9]1[CH2:14][CH2:13][C:12]([NH:21][C:22](=[O:24])[CH3:23])([C:15]2[CH:20]=[CH:19][CH:18]=[CH:17][CH:16]=2)[CH2:11][CH2:10]1)=[O:4].[OH-].[Li+].Cl, predict the reaction product. The product is: [ClH:31].[C:22]([NH:21][C:12]1([C:15]2[CH:20]=[CH:19][CH:18]=[CH:17][CH:16]=2)[CH2:13][CH2:14][N:9]([CH2:8][C@@H:6]2[CH2:7][C@:5]2([C:25]2[CH:30]=[CH:29][C:28]([Cl:31])=[C:27]([Cl:32])[CH:26]=2)[C:3]([OH:4])=[O:2])[CH2:10][CH2:11]1)(=[O:24])[CH3:23].